From a dataset of Forward reaction prediction with 1.9M reactions from USPTO patents (1976-2016). Predict the product of the given reaction. (1) Given the reactants [CH3:1][C:2]1([CH3:25])[O:6][C:5](=[O:7])[C:4]([N:8]2C(=O)C3C(=CC=CC=3)C2=O)=[C:3]1[C:19]1[CH:24]=[CH:23][CH:22]=[CH:21][CH:20]=1.O.NN, predict the reaction product. The product is: [NH2:8][C:4]1[C:5](=[O:7])[O:6][C:2]([CH3:1])([CH3:25])[C:3]=1[C:19]1[CH:24]=[CH:23][CH:22]=[CH:21][CH:20]=1. (2) Given the reactants [Cl:1][C:2]1[CH:3]=[C:4]([CH:7]=[CH:8][C:9]=1[O:10][CH:11]([CH3:13])[CH3:12])[C:5]#[N:6].[NH2:14][C:15]1[CH:23]=[CH:22][C:18]([C:19](O)=[O:20])=[CH:17][CH:16]=1.C(O)(=O)C1C=C[N:28]=CC=1.S(Cl)(Cl)=O, predict the reaction product. The product is: [Cl:1][C:2]1[CH:3]=[C:4]([C:5]2[N:28]=[C:19]([C:18]3[CH:22]=[CH:23][C:15]([NH2:14])=[CH:16][CH:17]=3)[O:20][N:6]=2)[CH:7]=[CH:8][C:9]=1[O:10][CH:11]([CH3:13])[CH3:12].